From a dataset of Reaction yield outcomes from USPTO patents with 853,638 reactions. Predict the reaction yield, written as a fraction of the theoretical maximum amount of product (1.0 means a 100% yield; for example, 0.34 means a 34% yield). (1) The reactants are [Cl:1][C:2]1[CH:7]=[CH:6][C:5]([C@@H:8]2[C@:10]3([C:18]4[C:13](=[CH:14][CH:15]=[CH:16][CH:17]=4)[NH:12][C:11]3=[O:19])[CH2:9]2)=[CH:4][CH:3]=1.Br[CH2:21][C:22]1[CH:27]=[CH:26][N:25]=[CH:24][CH:23]=1.C([O-])([O-])=O.[Cs+].[Cs+].O. The catalyst is CN(C=O)C. The product is [Cl:1][C:2]1[CH:3]=[CH:4][C:5]([C@@H:8]2[C@:10]3([C:18]4[C:13](=[CH:14][CH:15]=[CH:16][CH:17]=4)[N:12]([CH2:21][C:22]4[CH:27]=[CH:26][N:25]=[CH:24][CH:23]=4)[C:11]3=[O:19])[CH2:9]2)=[CH:6][CH:7]=1. The yield is 0.760. (2) The reactants are [CH3:1][O:2][C:3](=[O:37])[CH2:4][C:5]1[CH:6]=[N:7][CH:8]=[C:9]([C:11]2[CH:16]=[CH:15][C:14]([C:17]([CH2:35][CH3:36])([C:20]3[CH:25]=[CH:24][C:23]([C:26]#[C:27][C:28]4([OH:33])[CH2:32][CH2:31][CH2:30][CH2:29]4)=[C:22]([CH3:34])[CH:21]=3)[CH2:18][CH3:19])=[CH:13][CH:12]=2)[CH:10]=1.[H][H]. The catalyst is CO.[C].[Pd]. The product is [CH3:1][O:2][C:3](=[O:37])[CH2:4][C:5]1[CH:6]=[N:7][CH:8]=[C:9]([C:11]2[CH:12]=[CH:13][C:14]([C:17]([CH2:35][CH3:36])([C:20]3[CH:25]=[CH:24][C:23]([CH2:26][CH2:27][C:28]4([OH:33])[CH2:32][CH2:31][CH2:30][CH2:29]4)=[C:22]([CH3:34])[CH:21]=3)[CH2:18][CH3:19])=[CH:15][CH:16]=2)[CH:10]=1. The yield is 0.790. (3) The reactants are [H-].[Na+].[C:3]([CH2:6][C:7](=[O:9])[CH3:8])(=[O:5])[CH3:4].CCCCCC.C([Li])CCC.[CH2:21]([O:28][C:29]1[CH:36]=[CH:35][C:32]([CH2:33]I)=[CH:31][CH:30]=1)[C:22]1[CH:27]=[CH:26][CH:25]=[CH:24][CH:23]=1.Cl. The catalyst is C1COCC1.CN(C)P(=O)(N(C)C)N(C)C. The product is [CH2:21]([O:28][C:29]1[CH:30]=[CH:31][C:32]([CH2:33][CH2:8][C:7](=[O:9])[CH2:6][C:3](=[O:5])[CH3:4])=[CH:35][CH:36]=1)[C:22]1[CH:23]=[CH:24][CH:25]=[CH:26][CH:27]=1. The yield is 0.630.